From a dataset of Full USPTO retrosynthesis dataset with 1.9M reactions from patents (1976-2016). Predict the reactants needed to synthesize the given product. (1) Given the product [CH2:1]([CH:3]([CH2:16][CH3:17])[CH:4]([C:6]1[CH:11]=[CH:10][C:9]([NH:12][C:13](=[O:15])[CH3:14])=[CH:8][CH:7]=1)[N:20]1[CH:24]=[CH:23][N:22]=[CH:21]1)[CH3:2], predict the reactants needed to synthesize it. The reactants are: [CH2:1]([CH:3]([CH2:16][CH3:17])[CH:4]([C:6]1[CH:11]=[CH:10][C:9]([NH:12][C:13](=[O:15])[CH3:14])=[CH:8][CH:7]=1)O)[CH3:2].C([N:20]1[CH:24]=[CH:23][N:22]=[CH:21]1)([N:20]1[CH:24]=[CH:23][N:22]=[CH:21]1)=O. (2) Given the product [N:49]1[CH:50]=[CH:51][N:52]2[CH:57]=[C:32]([NH:27][C:28]([NH:1][C:2]3[CH:3]=[CH:4][C:5]([C:6]([NH:8][CH2:9][CH2:10][CH:11]([CH3:12])[CH3:13])=[O:7])=[CH:14][CH:15]=3)=[O:29])[CH:31]=[CH:30][C:53]=12, predict the reactants needed to synthesize it. The reactants are: [NH2:1][C:2]1[CH:15]=[CH:14][C:5]([C:6]([NH:8][CH2:9][CH2:10][CH:11]([CH3:13])[CH3:12])=[O:7])=[CH:4][CH:3]=1.[CH2:31]1[C:32](=O)[N:27](OC(O[N:27]2[C:32](=O)[CH2:31][CH2:30][C:28]2=[O:29])=O)[C:28](=[O:29])[CH2:30]1.N1C=CC=CC=1.C(N(C(C)C)CC)(C)C.[N:49]1[CH:50]=[CH:51][N:52]2[CH:57]=C(N)C=C[C:53]=12. (3) Given the product [CH2:10]([CH:1]1[C:9]2[C:4](=[CH:5][CH:6]=[CH:7][CH:8]=2)[CH:3]=[CH:2]1)[CH2:11][CH2:12][CH3:13], predict the reactants needed to synthesize it. The reactants are: [CH2:1]1[C:9]2[C:4](=[CH:5][CH:6]=[CH:7][CH:8]=2)[CH:3]=[CH:2]1.[CH2:10](Br)[CH2:11][CH2:12][CH3:13]. (4) Given the product [Br:1][C:2]1[N:7]=[C:6]([C:8]([N:40]2[CH2:41][CH2:42][N:37]([C:35]([C:32]3[N:33]=[CH:34][N:30]([C:26]4[CH:27]=[CH:28][CH:29]=[C:24]([Cl:23])[CH:25]=4)[N:31]=3)=[O:36])[C:38]([CH3:44])([CH3:43])[CH2:39]2)=[O:10])[CH:5]=[CH:4][CH:3]=1, predict the reactants needed to synthesize it. The reactants are: [Br:1][C:2]1[N:7]=[C:6]([C:8]([OH:10])=O)[CH:5]=[CH:4][CH:3]=1.C(N1C=CN=C1)(N1C=CN=C1)=O.[Cl:23][C:24]1[CH:25]=[C:26]([N:30]2[CH:34]=[N:33][C:32]([C:35]([N:37]3[CH2:42][CH2:41][NH:40][CH2:39][C:38]3([CH3:44])[CH3:43])=[O:36])=[N:31]2)[CH:27]=[CH:28][CH:29]=1. (5) Given the product [CH3:17][C:16]1[C:12]2[CH:11]=[C:10]([NH:33][C:32]3[CH:34]=[CH:35][CH:36]=[C:30]([O:29][C:28]([F:37])([F:38])[F:27])[CH:31]=3)[CH:26]=[CH:25][C:13]=2[S:14][C:15]=1[C:18]1[CH:23]=[CH:22][N:21]=[C:20]([NH2:24])[N:19]=1, predict the reactants needed to synthesize it. The reactants are: COC1C=C(N[C:10]2[CH:26]=[CH:25][C:13]3[S:14][C:15]([C:18]4[CH:23]=[CH:22][N:21]=[C:20]([NH2:24])[N:19]=4)=[C:16]([CH3:17])[C:12]=3[CH:11]=2)C=CC=1.[F:27][C:28]([F:38])([F:37])[O:29][C:30]1[CH:31]=[C:32]([CH:34]=[CH:35][CH:36]=1)[NH2:33].COC1C=C(C=CC=1)N. (6) Given the product [OH:1][C:2]1[CH:3]=[C:4]([CH:8]=[C:9]([N+:11]([O-:13])=[O:12])[CH:10]=1)[C:5]([O:7][CH3:19])=[O:6], predict the reactants needed to synthesize it. The reactants are: [OH:1][C:2]1[CH:3]=[C:4]([CH:8]=[C:9]([N+:11]([O-:13])=[O:12])[CH:10]=1)[C:5]([OH:7])=[O:6].S(=O)(=O)(O)O.[CH3:19]O. (7) Given the product [F:17][C:14]1[CH:15]=[CH:16][C:11]([C:8]2[N:6]3[CH:7]=[C:2]([C:29]4[N:25]([C:22]5[CH:23]=[CH:24][C:19]([F:18])=[CH:20][CH:21]=5)[N:26]=[CH:27][CH:28]=4)[CH:3]=[CH:4][C:5]3=[N:10][CH:9]=2)=[CH:12][CH:13]=1, predict the reactants needed to synthesize it. The reactants are: Br[C:2]1[CH:3]=[CH:4][C:5]2[N:6]([C:8]([C:11]3[CH:16]=[CH:15][C:14]([F:17])=[CH:13][CH:12]=3)=[CH:9][N:10]=2)[CH:7]=1.[F:18][C:19]1[CH:24]=[CH:23][C:22]([N:25]2[C:29](B3OC(C)(C)C(C)(C)O3)=[CH:28][CH:27]=[N:26]2)=[CH:21][CH:20]=1.C([O-])([O-])=O.[Na+].[Na+].O. (8) Given the product [CH3:5][N:6]([CH3:7])[C:11]([C:12]1[CH:13]=[C:14]([NH:18][C:19]([C:21]2[N:25]3[N:26]=[C:27]([NH:31][CH2:32][C:33]4[CH:34]=[CH:35][C:36]([O:39][CH3:40])=[CH:37][CH:38]=4)[CH:28]=[C:29]([CH3:30])[C:24]3=[N:23][CH:22]=2)=[O:20])[CH:15]=[CH:16][CH:17]=1)=[O:41], predict the reactants needed to synthesize it. The reactants are: C[Al](C)C.[CH3:5][NH:6][CH3:7].C(O[C:11](=[O:41])[C:12]1[CH:17]=[CH:16][CH:15]=[C:14]([NH:18][C:19]([C:21]2[N:25]3[N:26]=[C:27]([NH:31][CH2:32][C:33]4[CH:38]=[CH:37][C:36]([O:39][CH3:40])=[CH:35][CH:34]=4)[CH:28]=[C:29]([CH3:30])[C:24]3=[N:23][CH:22]=2)=[O:20])[CH:13]=1)C. (9) Given the product [C:14]([C:18]1[CH:19]=[CH:20][C:21](/[C:24](/[C:41]2[CH:46]=[CH:45][C:44]([C:6]#[C:5][CH2:4][N:2]([CH3:3])[CH3:1])=[CH:43][CH:42]=2)=[CH:25]/[CH2:26][O:27][C:28]2[CH:39]=[CH:38][C:31]([O:32][CH2:33][C:34]([O:36][CH3:37])=[O:35])=[C:30]([CH3:40])[CH:29]=2)=[CH:22][CH:23]=1)([CH3:17])([CH3:15])[CH3:16], predict the reactants needed to synthesize it. The reactants are: [CH3:1][N:2]([CH2:4][C:5]#[CH:6])[CH3:3].C(NC(C)C)(C)C.[C:14]([C:18]1[CH:23]=[CH:22][C:21](/[C:24](/[C:41]2[CH:46]=[CH:45][C:44](I)=[CH:43][CH:42]=2)=[CH:25]/[CH2:26][O:27][C:28]2[CH:39]=[CH:38][C:31]([O:32][CH2:33][C:34]([O:36][CH3:37])=[O:35])=[C:30]([CH3:40])[CH:29]=2)=[CH:20][CH:19]=1)([CH3:17])([CH3:16])[CH3:15].